Dataset: Full USPTO retrosynthesis dataset with 1.9M reactions from patents (1976-2016). Task: Predict the reactants needed to synthesize the given product. (1) Given the product [Cl:1][CH:2]([CH2:6][CH3:7])[C:3]([NH:8][C:9]1[CH:13]=[CH:12][S:11][C:10]=1[C:14]([NH:16][C:17]1[CH:18]=[CH:19][CH:20]=[CH:21][CH:22]=1)=[O:15])=[O:4], predict the reactants needed to synthesize it. The reactants are: [Cl:1][CH:2]([CH2:6][CH3:7])[C:3](Cl)=[O:4].[NH2:8][C:9]1[CH:13]=[CH:12][S:11][C:10]=1[C:14]([NH:16][C:17]1[CH:22]=[CH:21][CH:20]=[CH:19][CH:18]=1)=[O:15].C(N(CC)CC)C. (2) Given the product [NH:40]1[C:41]2[C:37](=[C:36]([C:2]3[N:3]=[C:4]([N:22]4[CH2:27][CH2:26][O:25][CH2:24][CH2:23]4)[C:5]4[CH:10]=[C:9]([CH2:11][N:12]5[CH2:17][CH2:16][N:15]([S:18]([CH3:21])(=[O:20])=[O:19])[CH2:14][CH2:13]5)[S:8][C:6]=4[N:7]=3)[CH:44]=[CH:43][CH:42]=2)[CH:38]=[N:39]1, predict the reactants needed to synthesize it. The reactants are: Cl[C:2]1[N:3]=[C:4]([N:22]2[CH2:27][CH2:26][O:25][CH2:24][CH2:23]2)[C:5]2[CH:10]=[C:9]([CH2:11][N:12]3[CH2:17][CH2:16][N:15]([S:18]([CH3:21])(=[O:20])=[O:19])[CH2:14][CH2:13]3)[S:8][C:6]=2[N:7]=1.CC1(C)C(C)(C)OB([C:36]2[CH:44]=[CH:43][CH:42]=[C:41]3[C:37]=2[CH:38]=[N:39][NH:40]3)O1. (3) Given the product [CH2:34]([CH:33]([N:30]1[C:28]2[N:29]=[C:24]([NH:1][C:2]3[CH:3]=[CH:4][C:5]([N:8]4[CH2:9][CH2:10][CH:17]([C:18](=[O:20])[CH3:19])[CH2:12][CH2:13]4)=[CH:6][CH:7]=3)[N:25]=[CH:26][C:27]=2[CH:32]=[CH:31]1)[CH2:36][CH3:37])[CH3:35], predict the reactants needed to synthesize it. The reactants are: [NH2:1][C:2]1[CH:7]=[CH:6][C:5]([N:8]2[CH2:13][CH2:12]N(C(=O)C)[CH2:10][CH2:9]2)=[CH:4][CH:3]=1.[CH3:17][C:18](C)([O-:20])[CH3:19].[Na+].Cl[C:24]1[N:25]=[CH:26][C:27]2[CH:32]=[CH:31][N:30]([CH:33]([CH2:36][CH3:37])[CH2:34][CH3:35])[C:28]=2[N:29]=1.C1C=CC(P(C2C(C3C(P(C4C=CC=CC=4)C4C=CC=CC=4)=CC=C4C=3C=CC=C4)=C3C(C=CC=C3)=CC=2)C2C=CC=CC=2)=CC=1. (4) Given the product [F:17][C:16]([F:18])([F:19])[C:12]1[CH:11]=[C:10]([CH:15]=[CH:14][CH:13]=1)[O:9][C:2]1[S:6][C:5]([CH:7]=[O:8])=[CH:4][CH:3]=1, predict the reactants needed to synthesize it. The reactants are: Br[C:2]1[S:6][C:5]([CH:7]=[O:8])=[CH:4][CH:3]=1.[OH:9][C:10]1[CH:11]=[C:12]([C:16]([F:19])([F:18])[F:17])[CH:13]=[CH:14][CH:15]=1.C(=O)([O-])[O-].[Cs+].[Cs+].O. (5) Given the product [F:1][C:2]1[CH:7]=[CH:6][CH:5]=[C:4]([F:8])[C:3]=1[N:9]1[C:14]2[N:15]=[C:16]([S:29][CH3:30])[N:17]=[C:18]([C:19]3[CH:20]=[C:21]([CH:25]=[CH:26][C:27]=3[CH3:28])[C:22]([NH:35][CH3:32])=[O:23])[C:13]=2[CH2:12][NH:11][C:10]1=[O:31], predict the reactants needed to synthesize it. The reactants are: [F:1][C:2]1[CH:7]=[CH:6][CH:5]=[C:4]([F:8])[C:3]=1[N:9]1[C:14]2[N:15]=[C:16]([S:29][CH3:30])[N:17]=[C:18]([C:19]3[CH:20]=[C:21]([CH:25]=[CH:26][C:27]=3[CH3:28])[C:22](O)=[O:23])[C:13]=2[CH2:12][NH:11][C:10]1=[O:31].[CH:32]([N:35](C(C)C)CC)(C)C.CN(C(ON1N=NC2C=CC=NC1=2)=[N+](C)C)C.F[P-](F)(F)(F)(F)F. (6) The reactants are: [NH2:1][CH2:2][C@H:3]1[CH2:7][CH2:6][CH2:5][N:4]1[C:8]([C:10]1[CH:30]=[CH:29][C:13]([C:14]([NH:16][C@H:17]([C:19]2[NH:23][C:22]3[CH:24]=[CH:25][C:26]([Cl:28])=[CH:27][C:21]=3[N:20]=2)[CH3:18])=[O:15])=[CH:12][C:11]=1[Cl:31])=[O:9].[C:32](OC(=O)C)(=[O:34])[CH3:33].ClCCl.C(O)C.ClCl. Given the product [C:32]([NH:1][CH2:2][C@H:3]1[CH2:7][CH2:6][CH2:5][N:4]1[C:8]([C:10]1[CH:30]=[CH:29][C:13]([C:14]([NH:16][C@H:17]([C:19]2[NH:23][C:22]3[CH:24]=[CH:25][C:26]([Cl:28])=[CH:27][C:21]=3[N:20]=2)[CH3:18])=[O:15])=[CH:12][C:11]=1[Cl:31])=[O:9])(=[O:34])[CH3:33], predict the reactants needed to synthesize it. (7) The reactants are: [C:1]([N:7]1[C@@H:11]([C:12]2[CH:17]=[CH:16][CH:15]=[CH:14][CH:13]=2)[C@@H:10]([C:18]2[CH:23]=[CH:22][CH:21]=[CH:20][CH:19]=2)[O:9][C:8]1=[O:24])(=[O:6])[CH2:2][CH2:3][CH:4]=[CH2:5].[Li+].CC([N-]C(C)C)C.Br[CH2:34][C:35]1[C:40]([F:41])=[CH:39][CH:38]=[CH:37][C:36]=1[Cl:42]. Given the product [Cl:42][C:36]1[CH:37]=[CH:38][CH:39]=[C:40]([F:41])[C:35]=1[CH2:34][C@@H:2]([CH2:3][CH:4]=[CH2:5])[C:1]([N:7]1[C@@H:11]([C:12]2[CH:17]=[CH:16][CH:15]=[CH:14][CH:13]=2)[C@@H:10]([C:18]2[CH:23]=[CH:22][CH:21]=[CH:20][CH:19]=2)[O:9][C:8]1=[O:24])=[O:6], predict the reactants needed to synthesize it.